This data is from Reaction yield outcomes from USPTO patents with 853,638 reactions. The task is: Predict the reaction yield, written as a fraction of the theoretical maximum amount of product (1.0 means a 100% yield; for example, 0.34 means a 34% yield). (1) The reactants are [C:1]([C:4]1[CH:9]=[CH:8][CH:7]=[C:6]([C:10](=O)[CH3:11])[N:5]=1)(=[O:3])[CH3:2].[Cl:13][C:14]1[CH:20]=[C:19]([CH3:21])[CH:18]=[C:17]([CH3:22])[C:15]=1[NH2:16].O. The catalyst is CCCCCCC.C1(C)C=CC(S(O)(=O)=O)=CC=1. The product is [Cl:13][C:14]1[CH:20]=[C:19]([CH3:21])[CH:18]=[C:17]([CH3:22])[C:15]=1[N:16]=[C:10]([C:6]1[N:5]=[C:4]([C:1](=[O:3])[CH3:2])[CH:9]=[CH:8][CH:7]=1)[CH3:11]. The yield is 0.350. (2) The reactants are [OH-].[Na+].C[O:4][C:5](=[O:44])[CH2:6][C:7]1[CH:8]=[C:9]([C:13]2[CH:18]=[CH:17][C:16]([C:19]([CH2:41][CH3:42])([C:22]3[CH:27]=[CH:26][C:25](/[CH:28]=[CH:29]/[C:30]([OH:39])([C:35]([F:38])([F:37])[F:36])[C:31]([F:34])([F:33])[F:32])=[C:24]([CH3:40])[CH:23]=3)[CH2:20][CH3:21])=[CH:15][C:14]=2[CH3:43])[CH:10]=[CH:11][CH:12]=1. The catalyst is CO.O1CCCC1. The product is [CH2:20]([C:19]([C:16]1[CH:17]=[CH:18][C:13]([C:9]2[CH:10]=[CH:11][CH:12]=[C:7]([CH2:6][C:5]([OH:44])=[O:4])[CH:8]=2)=[C:14]([CH3:43])[CH:15]=1)([C:22]1[CH:27]=[CH:26][C:25](/[CH:28]=[CH:29]/[C:30]([OH:39])([C:35]([F:38])([F:37])[F:36])[C:31]([F:33])([F:32])[F:34])=[C:24]([CH3:40])[CH:23]=1)[CH2:41][CH3:42])[CH3:21]. The yield is 0.970. (3) The reactants are [O:1]=[C:2]([CH2:8][C:9]1[CH:14]=[CH:13][CH:12]=[CH:11][CH:10]=1)[CH2:3][C:4]([O:6][CH3:7])=[O:5].CO[CH:17]([N:20]([CH3:22])[CH3:21])OC. No catalyst specified. The product is [CH3:17][N:20]([CH:22]=[C:3]([C:2](=[O:1])[CH2:8][C:9]1[CH:14]=[CH:13][CH:12]=[CH:11][CH:10]=1)[C:4]([O:6][CH3:7])=[O:5])[CH3:21]. The yield is 0.930. (4) The reactants are [N+:1]([CH2:4][C:5]1[CH:10]=[CH:9][CH:8]=[CH:7][CH:6]=1)([O-:3])=[O:2].CN(P(N(C)C)(N(C)C)=O)C.[Li]CCCC.[C:27]([O:31][C:32](=[O:40])[N:33]([CH:35]([CH3:39])[CH2:36][CH2:37]Br)[CH3:34])([CH3:30])([CH3:29])[CH3:28]. The catalyst is O1CCCC1. The product is [C:27]([O:31][C:32](=[O:40])[N:33]([CH3:34])[CH:35]([CH3:39])[CH2:36][CH2:37][CH:4]([N+:1]([O-:3])=[O:2])[C:5]1[CH:10]=[CH:9][CH:8]=[CH:7][CH:6]=1)([CH3:29])([CH3:30])[CH3:28]. The yield is 0.280. (5) The reactants are C(O)(C(F)(F)F)=O.C(OC([NH:15][C@@H:16]([CH2:20][NH:21][C:22]([C:24]1[N:25]=[CH:26][C:27]2[C:32]([C:33]=1[OH:34])=[CH:31][CH:30]=[C:29]([O:35][C:36]1[CH:41]=[CH:40][CH:39]=[CH:38][CH:37]=1)[CH:28]=2)=[O:23])[C:17]([OH:19])=[O:18])=O)(C)(C)C. The catalyst is C(Cl)Cl. The product is [NH2:15][C@@H:16]([CH2:20][NH:21][C:22]([C:24]1[N:25]=[CH:26][C:27]2[C:32]([C:33]=1[OH:34])=[CH:31][CH:30]=[C:29]([O:35][C:36]1[CH:41]=[CH:40][CH:39]=[CH:38][CH:37]=1)[CH:28]=2)=[O:23])[C:17]([OH:19])=[O:18]. The yield is 0.750.